Dataset: Forward reaction prediction with 1.9M reactions from USPTO patents (1976-2016). Task: Predict the product of the given reaction. Given the reactants [Cl:1][C:2]1[CH:3]=[N:4][CH:5]=[CH:6][C:7]=1[CH:8]=[N:9][C:10]1[CH:15]=[C:14]([C:16]([CH3:19])([CH3:18])[CH3:17])[CH:13]=[CH:12][C:11]=1[OH:20].C(O)(=O)C.C(O)(=O)C.IC1C=CC=CC=1, predict the reaction product. The product is: [Cl:1][C:2]1[CH:3]=[N:4][CH:5]=[CH:6][C:7]=1[C:8]1[O:20][C:11]2[CH:12]=[CH:13][C:14]([C:16]([CH3:17])([CH3:19])[CH3:18])=[CH:15][C:10]=2[N:9]=1.